From a dataset of Forward reaction prediction with 1.9M reactions from USPTO patents (1976-2016). Predict the product of the given reaction. (1) Given the reactants FC(F)(F)C(O)=O.[CH3:8][O:9][C:10](=[O:52])[CH2:11][C:12]1[CH:17]=[CH:16][C:15]([C:18]2[CH:23]=[CH:22][C:21]([C:24]([C:29]3[CH:34]=[CH:33][C:32]([CH2:35][CH2:36][CH:37]([O:42][Si](C(C)(C)C)(C)C)[C:38]([CH3:41])([CH3:40])[CH3:39])=[C:31]([CH3:50])[CH:30]=3)([CH2:27][CH3:28])[CH2:25][CH3:26])=[CH:20][C:19]=2[CH3:51])=[CH:14][CH:13]=1, predict the reaction product. The product is: [CH3:8][O:9][C:10](=[O:52])[CH2:11][C:12]1[CH:17]=[CH:16][C:15]([C:18]2[CH:23]=[CH:22][C:21]([C:24]([CH2:27][CH3:28])([C:29]3[CH:34]=[CH:33][C:32]([CH2:35][CH2:36][CH:37]([OH:42])[C:38]([CH3:40])([CH3:41])[CH3:39])=[C:31]([CH3:50])[CH:30]=3)[CH2:25][CH3:26])=[CH:20][C:19]=2[CH3:51])=[CH:14][CH:13]=1. (2) Given the reactants [CH:1]([N:4]1[C:9](=[O:10])[CH:8]=[CH:7][C:6]([C:11]2[S:15][C:14]([C:16]([NH:18][CH3:19])=[O:17])=[N:13][C:12]=2[C:20]2[CH:25]=[CH:24][CH:23]=[CH:22][CH:21]=2)=[N:5]1)([CH3:3])[CH3:2].[H-].[Na+].I[CH3:29].O, predict the reaction product. The product is: [CH:1]([N:4]1[C:9](=[O:10])[CH:8]=[CH:7][C:6]([C:11]2[S:15][C:14]([C:16]([N:18]([CH3:29])[CH3:19])=[O:17])=[N:13][C:12]=2[C:20]2[CH:25]=[CH:24][CH:23]=[CH:22][CH:21]=2)=[N:5]1)([CH3:3])[CH3:2].